From a dataset of NCI-60 drug combinations with 297,098 pairs across 59 cell lines. Regression. Given two drug SMILES strings and cell line genomic features, predict the synergy score measuring deviation from expected non-interaction effect. (1) Drug 1: C1CN(CCN1C(=O)CCBr)C(=O)CCBr. Drug 2: C1=NNC2=C1C(=O)NC=N2. Cell line: T-47D. Synergy scores: CSS=25.9, Synergy_ZIP=0.895, Synergy_Bliss=5.05, Synergy_Loewe=3.77, Synergy_HSA=2.87. (2) Drug 1: COC1=CC(=CC(=C1O)OC)C2C3C(COC3=O)C(C4=CC5=C(C=C24)OCO5)OC6C(C(C7C(O6)COC(O7)C8=CC=CS8)O)O. Drug 2: CC(C)CN1C=NC2=C1C3=CC=CC=C3N=C2N. Cell line: SW-620. Synergy scores: CSS=22.5, Synergy_ZIP=-2.00, Synergy_Bliss=-4.32, Synergy_Loewe=-20.9, Synergy_HSA=-5.33.